From a dataset of Drug-target binding data from BindingDB using IC50 measurements. Regression. Given a target protein amino acid sequence and a drug SMILES string, predict the binding affinity score between them. We predict pIC50 (pIC50 = -log10(IC50 in M); higher means more potent). Dataset: bindingdb_ic50. The small molecule is COc1ccc(-c2nn3c(-c4cccs4)nnc3s2)cc1OC. The target protein (Q9BY32) has sequence MAASLVGKKIVFVTGNAKKLEEVVQILGDKFPCTLVAQKIDLPEYQGEPDEISIQKCQEAVRQVQGPVLVEDTCLCFNALGGLPGPYIKWFLEKLKPEGLHQLLAGFEDKSAYALCTFALSTGDPSQPVRLFRGRTSGRIVAPRGCQDFGWDPCFQPDGYEQTYAEMPKAEKNAVSHRFRALLELQEYFGSLAA. The pIC50 is 4.0.